From a dataset of Catalyst prediction with 721,799 reactions and 888 catalyst types from USPTO. Predict which catalyst facilitates the given reaction. Reactant: [O:1]=[C:2]1[CH2:7][CH2:6][CH:5]([CH2:8][NH:9][C:10](=[O:19])[O:11][CH2:12][C:13]2[CH:18]=[CH:17][CH:16]=[CH:15][CH:14]=2)[CH2:4][CH2:3]1.[CH2:20]([Mg]Br)[CH3:21]. Product: [CH2:12]([O:11][C:10](=[O:19])[NH:9][CH2:8][CH:5]1[CH2:6][CH2:7][C:2]([CH2:20][CH3:21])([OH:1])[CH2:3][CH2:4]1)[C:13]1[CH:14]=[CH:15][CH:16]=[CH:17][CH:18]=1. The catalyst class is: 365.